Dataset: Catalyst prediction with 721,799 reactions and 888 catalyst types from USPTO. Task: Predict which catalyst facilitates the given reaction. (1) Reactant: [CH2:1]([O:8][C:9]([N:11]1[C:19]2[C:14](=[CH:15][CH:16]=[CH:17][CH:18]=2)[CH2:13][C@H:12]1[C:20](O)=[O:21])=[O:10])[C:2]1[CH:7]=[CH:6][CH:5]=[CH:4][CH:3]=1.CCN(C(C)C)C(C)C.CN(C(ON1N=NC2C=CC=NC1=2)=[N+](C)C)C.F[P-](F)(F)(F)(F)F.[C:56]1([C:62]2[N:63]=[C:64]([NH2:67])[S:65][CH:66]=2)[CH:61]=[CH:60][CH:59]=[CH:58][CH:57]=1. Product: [CH2:1]([O:8][C:9]([N:11]1[C:19]2[C:14](=[CH:15][CH:16]=[CH:17][CH:18]=2)[CH2:13][C@H:12]1[C:20](=[O:21])[NH:67][C:64]1[S:65][CH:66]=[C:62]([C:56]2[CH:61]=[CH:60][CH:59]=[CH:58][CH:57]=2)[N:63]=1)=[O:10])[C:2]1[CH:7]=[CH:6][CH:5]=[CH:4][CH:3]=1. The catalyst class is: 3. (2) Product: [C:1]1([C:7]2[N:11]=[C:10]([CH2:12][CH2:13][NH2:14])[N:9]([C:15]3[CH:20]=[CH:19][CH:18]=[CH:17][N:16]=3)[N:8]=2)[CH:2]=[CH:3][CH:4]=[CH:5][CH:6]=1. Reactant: [C:1]1([C:7]2[N:11]=[C:10]([CH2:12][C:13]#[N:14])[N:9]([C:15]3[CH:20]=[CH:19][CH:18]=[CH:17][N:16]=3)[N:8]=2)[CH:6]=[CH:5][CH:4]=[CH:3][CH:2]=1.C[Si](C)(C)Cl.[BH4-].[Li+]. The catalyst class is: 1. (3) Reactant: [NH2:1][C:2]1[S:3][C:4]([C:13]([NH:15][NH2:16])=[O:14])=[C:5]([C:7]2[CH:12]=[CH:11][CH:10]=[CH:9][CH:8]=2)[N:6]=1.C(N(CC)CC)C.[C:24](N1C=CN=C1)(N1C=CN=C1)=[O:25]. Product: [NH2:1][C:2]1[S:3][C:4]([C:13]2[O:14][C:24](=[O:25])[NH:16][N:15]=2)=[C:5]([C:7]2[CH:12]=[CH:11][CH:10]=[CH:9][CH:8]=2)[N:6]=1. The catalyst class is: 7. (4) Reactant: [Si:1]([O:8][C@H:9]([C:26]1[CH:31]=[CH:30][CH:29]=[CH:28][CH:27]=1)[C@@H:10]1[NH:14][C@H:13]([CH2:15][C:16]2[CH:25]=[CH:24][C:19]([C:20]([O:22][CH3:23])=[O:21])=[CH:18][CH:17]=2)[CH2:12][CH2:11]1)([C:4]([CH3:7])([CH3:6])[CH3:5])([CH3:3])[CH3:2].[C:32](O[C:32]([O:34][C:35]([CH3:38])([CH3:37])[CH3:36])=[O:33])([O:34][C:35]([CH3:38])([CH3:37])[CH3:36])=[O:33]. Product: [Si:1]([O:8][C@H:9]([C:26]1[CH:27]=[CH:28][CH:29]=[CH:30][CH:31]=1)[C@H:10]1[CH2:11][CH2:12][C@@H:13]([CH2:15][C:16]2[CH:17]=[CH:18][C:19]([C:20]([O:22][CH3:23])=[O:21])=[CH:24][CH:25]=2)[N:14]1[C:32]([O:34][C:35]([CH3:38])([CH3:37])[CH3:36])=[O:33])([C:4]([CH3:7])([CH3:6])[CH3:5])([CH3:3])[CH3:2]. The catalyst class is: 7. (5) Reactant: [CH:1]1([N:5]2[CH2:11][CH2:10][C:9]3[CH:12]=[CH:13][C:14]([O:16][C:17]4[CH:18]=[N:19][C:20]([O:23]C)=[CH:21][CH:22]=4)=[CH:15][C:8]=3[CH2:7][CH2:6]2)[CH2:4][CH2:3][CH2:2]1. Product: [CH:1]1([N:5]2[CH2:11][CH2:10][C:9]3[CH:12]=[CH:13][C:14]([O:16][C:17]4[CH:22]=[CH:21][C:20](=[O:23])[NH:19][CH:18]=4)=[CH:15][C:8]=3[CH2:7][CH2:6]2)[CH2:4][CH2:3][CH2:2]1. The catalyst class is: 361.